This data is from CYP2D6 inhibition data for predicting drug metabolism from PubChem BioAssay. The task is: Regression/Classification. Given a drug SMILES string, predict its absorption, distribution, metabolism, or excretion properties. Task type varies by dataset: regression for continuous measurements (e.g., permeability, clearance, half-life) or binary classification for categorical outcomes (e.g., BBB penetration, CYP inhibition). Dataset: cyp2d6_veith. (1) The molecule is CC(C)=CCC/C(C)=C/CC/C(C)=C/CC/C(C)=C/C[C@@H]1C(=O)c2ccccc2C(=O)[C@@H]1C. The result is 0 (non-inhibitor). (2) The drug is CCn1c(-c2ccccc2Cl)nn(CC(=O)Nc2ccccc2OC)c1=S. The result is 0 (non-inhibitor).